From a dataset of Drug-target binding data from BindingDB using IC50 measurements. Regression. Given a target protein amino acid sequence and a drug SMILES string, predict the binding affinity score between them. We predict pIC50 (pIC50 = -log10(IC50 in M); higher means more potent). Dataset: bindingdb_ic50. (1) The compound is C[C@]1(/C=C/C[n+]2ccccc2)[C@H](C(=O)O)N2C(=O)C[C@H]2S1(=O)=O. The target protein sequence is MLKRLKEKSNDEIVQNTINKRINFIFGVIVFIFAVLVLRLGYLQIAQGSHYKQIIKNDENITVNESVPRGRILDRNGKVLVDNASKMAITYTRGRKTTQSEMLDTAEKLSKLIKMDTKKITERDKKDFWIQLHPKKAKAMMTKEQAMLADGSIKQDQYDKQLLSKIGKSQLDELSSKDLQVLAIFREMNAGTVLDPQMIKNEDVSEKEYAAVSQQLSKLPGVNTSMDWDRKYPYGDTLRGIFGDVSTPAEGIPKELTEHYLSKGYSRNDRVGKSYLEYQYEDVLRGKKKEMKYTTDKSGKVTSSEVLNPGARGQDLKLTIDIDLQKEVEALLDKQIKKLRSQGAKDMDNAMMVVQNPKNGDILALAGKQINKSGKMTDYDIGTFTSQFAVGSSVKGGTLLAGYQNKAIKVGETMVDEPLHFQGGLTKRSYFNKNGHVTINDKQALMHSSNVYMFKTALKLAGDPYYSGMALPSDISSPAQKLRRGLNQVGLGVKTGIDLP.... The pIC50 is 3.5. (2) The compound is COC/C=C/c1cccc(CCCN)c1. The target protein (P12271) has sequence MSEGVGTFRMVPEEEQELRAQLEQLTTKDHGPVFGPCSQLPRHTLQKAKDELNEREETREEAVRELQEMVQAQAASGEELAVAVAERVQEKDSGFFLRFIRARKFNVGRAYELLRGYVNFRLQYPELFDSLSPEAVRCTIEAGYPGVLSSRDKYGRVVMLFNIENWQSQEITFDEILQAYCFILEKLLENEETQINGFCIIENFKGFTMQQAASLRTSDLRKMVDMLQDSFPARFKAIHFIHQPWYFTTTYNVVKPFLKSKLLERVFVHGDDLSGFYQEIDENILPSDFGGTLPKYDGKAVAEQLFGPQAQAENTAF. The pIC50 is 5.0.